This data is from Catalyst prediction with 721,799 reactions and 888 catalyst types from USPTO. The task is: Predict which catalyst facilitates the given reaction. (1) Reactant: [CH3:1][O:2][C:3](=[O:16])[C:4]1[CH:9]=[CH:8][C:7]([CH:10]([OH:14])[CH2:11][CH2:12][CH3:13])=[CH:6][C:5]=1[OH:15].C1C=C[NH+]=CC=1.C1C=C[NH+]=CC=1.[O-][Cr](O[Cr]([O-])(=O)=O)(=O)=O. Product: [CH3:1][O:2][C:3](=[O:16])[C:4]1[CH:9]=[CH:8][C:7]([C:10](=[O:14])[CH2:11][CH2:12][CH3:13])=[CH:6][C:5]=1[OH:15]. The catalyst class is: 2. (2) Reactant: [Cl-].O[NH3+:3].[C:4](=[O:7])([O-])[OH:5].[Na+].CS(C)=O.[CH2:13]([C:17]1[N:18]=[C:19]([CH3:49])[N:20]([CH2:39][C:40]([CH3:48])([C:42]2[CH:47]=[CH:46][CH:45]=[CH:44][CH:43]=2)[CH3:41])[C:21](=[O:38])[C:22]=1[CH2:23][C:24]1[CH:29]=[CH:28][C:27]([C:30]2[C:31]([C:36]#[N:37])=[CH:32][CH:33]=[CH:34][CH:35]=2)=[CH:26][CH:25]=1)[CH2:14][CH2:15][CH3:16]. Product: [CH2:13]([C:17]1[N:18]=[C:19]([CH3:49])[N:20]([CH2:39][C:40]([CH3:48])([C:42]2[CH:43]=[CH:44][CH:45]=[CH:46][CH:47]=2)[CH3:41])[C:21](=[O:38])[C:22]=1[CH2:23][C:24]1[CH:29]=[CH:28][C:27]([C:30]2[CH:35]=[CH:34][CH:33]=[CH:32][C:31]=2[C:36]2[NH:3][C:4](=[O:7])[O:5][N:37]=2)=[CH:26][CH:25]=1)[CH2:14][CH2:15][CH3:16]. The catalyst class is: 13. (3) Reactant: [CH2:1]([O:4][C:5]1[CH:10]=[C:9]([CH3:11])[CH:8]=[CH:7][C:6]=1[C:12]([C:14]1[C:15]2[CH2:23][CH2:22][CH2:21][CH2:20][C:16]=2[S:17][C:18]=1[NH2:19])=O)[CH:2]=[CH2:3].[O:24]=[C:25]([CH2:31][C:32](=O)[CH3:33])[C:26]([O:28][CH2:29][CH3:30])=[O:27].C([Cl:38])(=O)C. Product: [ClH:38].[CH2:29]([O:28][C:26](=[O:27])[C:25]([C:31]1[C:12]([C:6]2[CH:7]=[CH:8][C:9]([CH3:11])=[CH:10][C:5]=2[O:4][CH2:1][CH:2]=[CH2:3])=[C:14]2[C:15]3[CH2:23][CH2:22][CH2:21][CH2:20][C:16]=3[S:17][C:18]2=[N:19][C:32]=1[CH3:33])=[O:24])[CH3:30]. The catalyst class is: 8. (4) Reactant: [CH2:1]([O:3][C:4](=[O:24])[CH:5]([C:10]1[CH:15]=[C:14]([C:16]([F:19])([F:18])[F:17])[C:13]([OH:20])=[C:12]([N+:21]([O-:23])=[O:22])[CH:11]=1)[CH2:6][CH:7]([CH3:9])[CH3:8])[CH3:2].[CH:25]1([CH2:28]O)[CH2:27][CH2:26]1.C1(P(C2C=CC=CC=2)C2C=CC=CC=2)C=CC=CC=1.N(C(OCC)=O)=NC(OCC)=O. Product: [CH2:1]([O:3][C:4](=[O:24])[CH:5]([C:10]1[CH:15]=[C:14]([C:16]([F:18])([F:19])[F:17])[C:13]([O:20][CH2:28][CH:25]2[CH2:27][CH2:26]2)=[C:12]([N+:21]([O-:23])=[O:22])[CH:11]=1)[CH2:6][CH:7]([CH3:9])[CH3:8])[CH3:2]. The catalyst class is: 1. (5) Reactant: [CH3:1][S:2]([OH:5])(=[O:4])=[O:3].[CH3:6][O:7][C:8]1[CH:9]=[C:10]2[CH2:19][CH:18]([CH2:20][CH:21]3[CH2:26][CH2:25][N:24]([CH2:27][C:28]4[CH:29]=[CH:30][CH:31]=[CH:32][CH:33]=4)[CH2:23][CH2:22]3)[C:16](=[O:17])[C:11]2=[CH:12][C:13]=1[O:14][CH3:15]. Product: [CH3:6][O:7][C:8]1[CH:9]=[C:10]2[CH2:19][CH:18]([CH2:20][CH:21]3[CH2:22][CH2:23][N:24]([CH2:27][C:28]4[CH:33]=[CH:32][CH:31]=[CH:30][CH:29]=4)[CH2:25][CH2:26]3)[C:16](=[O:17])[C:11]2=[CH:12][C:13]=1[O:14][CH3:15].[S:2]([O-:5])(=[O:4])(=[O:3])[CH3:1]. The catalyst class is: 13.